From a dataset of Peptide-MHC class I binding affinity with 185,985 pairs from IEDB/IMGT. Regression. Given a peptide amino acid sequence and an MHC pseudo amino acid sequence, predict their binding affinity value. This is MHC class I binding data. (1) The peptide sequence is QVPLRPMTSK. The MHC is HLA-A02:01 with pseudo-sequence HLA-A02:01. The binding affinity (normalized) is 0. (2) The peptide sequence is TRTSPNIPK. The MHC is HLA-A11:01 with pseudo-sequence HLA-A11:01. The binding affinity (normalized) is 0.370. (3) The peptide sequence is AVRHFPRIW. The MHC is HLA-B18:01 with pseudo-sequence HLA-B18:01. The binding affinity (normalized) is 0.